Dataset: Full USPTO retrosynthesis dataset with 1.9M reactions from patents (1976-2016). Task: Predict the reactants needed to synthesize the given product. (1) Given the product [CH:13]1[C:7]2[NH:8][CH2:9][CH2:10][CH2:11][O:12][C:6]=2[CH:5]=[C:4]([NH2:1])[CH:14]=1, predict the reactants needed to synthesize it. The reactants are: [N+:1]([C:4]1[CH:14]=[CH:13][C:7]2[NH:8][CH2:9][CH2:10][CH2:11][O:12][C:6]=2[CH:5]=1)([O-])=O. (2) The reactants are: C(N(CC)CC)C.Cl.Cl.[NH:10]1[CH2:15][CH2:14][CH:13]([C:16]2[N:17]=[C:18]([C:21]3[CH:26]=[CH:25][CH:24]=[CH:23][N:22]=3)[NH:19][N:20]=2)[CH2:12][CH2:11]1.[C:27]1([C:33]2[C:34]3[N:35]([CH:47]=[CH:48][N:49]=3)[CH:36]=[N:37][C:38]=2[C:39]2[CH:46]=[CH:45][C:42]([CH:43]=O)=[CH:41][CH:40]=2)[CH:32]=[CH:31][CH:30]=[CH:29][CH:28]=1.[BH-](OC(C)=O)(OC(C)=O)OC(C)=O.[Na+]. Given the product [C:27]1([C:33]2[C:34]3[N:35]([CH:47]=[CH:48][N:49]=3)[CH:36]=[N:37][C:38]=2[C:39]2[CH:46]=[CH:45][C:42]([CH2:43][N:10]3[CH2:15][CH2:14][CH:13]([C:16]4[N:17]=[C:18]([C:21]5[CH:26]=[CH:25][CH:24]=[CH:23][N:22]=5)[NH:19][N:20]=4)[CH2:12][CH2:11]3)=[CH:41][CH:40]=2)[CH:28]=[CH:29][CH:30]=[CH:31][CH:32]=1, predict the reactants needed to synthesize it. (3) Given the product [Cl:1][C:2]1[CH:3]=[C:4]2[C:8](=[C:9]([CH:11]([O:14][CH2:15][C:16]3([C:29]4[CH:30]=[CH:31][C:32]([F:35])=[CH:33][CH:34]=4)[CH2:21][CH2:20][N:19]([C:22]([O:24][C:25]([CH3:28])([CH3:27])[CH3:26])=[O:23])[CH2:18][CH2:17]3)[CH2:12][F:13])[CH:10]=1)[NH:7][N:6]=[CH:5]2, predict the reactants needed to synthesize it. The reactants are: [Cl:1][C:2]1[CH:10]=[C:9]([CH:11]([O:14][CH2:15][C:16]2([C:29]3[CH:34]=[CH:33][C:32]([F:35])=[CH:31][CH:30]=3)[CH2:21][CH2:20][N:19]([C:22]([O:24][C:25]([CH3:28])([CH3:27])[CH3:26])=[O:23])[CH2:18][CH2:17]2)[CH2:12][F:13])[C:8]2[C:4](=[CH:5][N:6](COCC[Si](C)(C)C)[N:7]=2)[CH:3]=1.[F-].C([N+](CCCC)(CCCC)CCCC)CCC. (4) Given the product [CH3:6][N:7]([CH3:43])[C@H:8]1[CH2:13][CH2:12][C@H:11]([O:14][C:15]2[C:30]3[CH2:29][CH:28]=[CH:27][CH2:26][CH2:25][C:24]4[CH:31]=[C:32]([CH3:37])[NH:33][C:34](=[O:35])[C:23]=4[CH2:22][NH:21][C:20](=[O:38])[C:19]=3[CH:18]=[CH:17][CH:16]=2)[CH2:10][CH2:9]1, predict the reactants needed to synthesize it. The reactants are: C(O[C:6](=O)[NH:7][C@H:8]1[CH2:13][CH2:12][C@H:11]([O:14][C:15]2[C:30]3[CH2:29][CH:28]=[CH:27][CH2:26][CH2:25][C:24]4[CH:31]=[C:32]([CH3:37])[N:33]=[C:34]([O:35]C)[C:23]=4[CH2:22][NH:21][C:20](=[O:38])[C:19]=3[CH:18]=[CH:17][CH:16]=2)[CH2:10][CH2:9]1)(C)(C)C.Cl.C=O.[CH3:43]C(O)=O.[BH-](OC(C)=O)(OC(C)=O)OC(C)=O.[Na+]. (5) The reactants are: [CH:1]([S:3]([N:6]1[CH2:11][CH2:10][N:9]([C:12]2[CH:33]=[CH:32][C:15]([NH:16][C:17]3[N:22]=[C:21]([C:23]4[N:27]([CH:28]([CH3:30])[CH3:29])[C:26]([CH3:31])=[N:25][CH:24]=4)[CH:20]=[CH:19][N:18]=3)=[CH:14][CH:13]=2)[CH2:8][CH2:7]1)(=[O:5])=[O:4])=[CH2:2].[OH-].[Ba+2].[OH-].[O:37]1CCOCC1. Given the product [OH:37][CH2:2][CH2:1][S:3]([N:6]1[CH2:11][CH2:10][N:9]([C:12]2[CH:33]=[CH:32][C:15]([NH:16][C:17]3[N:22]=[C:21]([C:23]4[N:27]([CH:28]([CH3:29])[CH3:30])[C:26]([CH3:31])=[N:25][CH:24]=4)[CH:20]=[CH:19][N:18]=3)=[CH:14][CH:13]=2)[CH2:8][CH2:7]1)(=[O:4])=[O:5], predict the reactants needed to synthesize it. (6) Given the product [Br-:6].[C:26]1([P+:19]([C:13]2[CH:14]=[CH:15][CH:16]=[CH:17][CH:18]=2)([C:20]2[CH:25]=[CH:24][CH:23]=[CH:22][CH:21]=2)[CH2:5][C:4]2[CH:7]=[CH:8][CH:9]=[CH:10][C:3]=2[C:2]([F:12])([F:11])[F:1])[CH:27]=[CH:28][CH:29]=[CH:30][CH:31]=1, predict the reactants needed to synthesize it. The reactants are: [F:1][C:2]([F:12])([F:11])[C:3]1[CH:10]=[CH:9][CH:8]=[CH:7][C:4]=1[CH2:5][Br:6].[C:13]1([P:19]([C:26]2[CH:31]=[CH:30][CH:29]=[CH:28][CH:27]=2)[C:20]2[CH:25]=[CH:24][CH:23]=[CH:22][CH:21]=2)[CH:18]=[CH:17][CH:16]=[CH:15][CH:14]=1.CCOCC.[PH4+]. (7) Given the product [OH:31][CH2:8][C@:7]1([OH:23])[C@H:6]([OH:9])[CH2:5][C@H:4]([C:10]2[CH:15]=[CH:14][N:13]=[CH:12][C:11]=2[N+:16]([O-:18])=[O:17])[O:3][C@@H:2]1[CH3:1], predict the reactants needed to synthesize it. The reactants are: [CH3:1][C@@H:2]1[C:7](=[CH2:8])[C@H:6]([OH:9])[CH2:5][C@H:4]([C:10]2[CH:15]=[CH:14][N:13]=[CH:12][C:11]=2[N+:16]([O-:18])=[O:17])[O:3]1.C[N+]1([O-])CC[O:23]CC1.CC(C)=O.[OH2:31]. (8) Given the product [Cl:29][C:30]1[C:35]([CH3:36])=[C:34]([C:4]2[C:5]3[C:10]([O:11][C@H:12]([CH2:18][C:19]4[CH:24]=[CH:23][CH:22]=[CH:21][C:20]=4[O:25][CH3:26])[C:13]([O:15][CH2:16][CH3:17])=[O:14])=[N:9][CH:8]=[N:7][C:6]=3[S:27][C:3]=2[CH2:1][CH3:2])[CH:33]=[CH:32][C:31]=1[OH:46], predict the reactants needed to synthesize it. The reactants are: [CH2:1]([C:3]1[S:27][C:6]2[N:7]=[CH:8][N:9]=[C:10]([O:11][C@H:12]([CH2:18][C:19]3[CH:24]=[CH:23][CH:22]=[CH:21][C:20]=3[O:25][CH3:26])[C:13]([O:15][CH2:16][CH3:17])=[O:14])[C:5]=2[C:4]=1I)[CH3:2].[Cl:29][C:30]1[C:35]([CH3:36])=[C:34](B2OC(C)(C)C(C)(C)O2)[CH:33]=[CH:32][C:31]=1[OH:46].Cl. (9) The reactants are: [NH2:1][C:2]1[S:3][CH:4]=[CH:5][N:6]=1.[CH:7]1([N+:13]#[C-:14])[CH2:12][CH2:11][CH2:10][CH2:9][CH2:8]1.[N:15]1[CH:20]=[CH:19][CH:18]=[CH:17][C:16]=1[CH:21]=O.[C:23]([Cl:26])(=[O:25])[CH3:24]. Given the product [Cl-:26].[C:23]([N+:1]1[C:21]([C:16]2[CH:17]=[CH:18][CH:19]=[CH:20][N:15]=2)=[C:14]([NH:13][CH:7]2[CH2:12][CH2:11][CH2:10][CH2:9][CH2:8]2)[N:6]2[CH:5]=[CH:4][S:3][C:2]=12)(=[O:25])[CH3:24], predict the reactants needed to synthesize it.